Dataset: CYP2D6 inhibition data for predicting drug metabolism from PubChem BioAssay. Task: Regression/Classification. Given a drug SMILES string, predict its absorption, distribution, metabolism, or excretion properties. Task type varies by dataset: regression for continuous measurements (e.g., permeability, clearance, half-life) or binary classification for categorical outcomes (e.g., BBB penetration, CYP inhibition). Dataset: cyp2d6_veith. (1) The drug is N#Cc1ccc(-c2ccccc2)nc1SCC(=O)c1cccc(Cl)c1. The result is 0 (non-inhibitor). (2) The molecule is CCSC(N)=Nc1ccc(C(F)(F)F)cc1. The result is 0 (non-inhibitor). (3) The result is 0 (non-inhibitor). The molecule is CCNc1ncc2nc(C)c(=O)n(Cc3cccs3)c2n1. (4) The compound is N[C@@H](C(=O)O)c1ccc(P(=O)(O)O)cc1. The result is 1 (inhibitor). (5) The molecule is c1ccc(Nc2ncncc2-c2ccc3c(c2)OCO3)cc1. The result is 1 (inhibitor).